Dataset: Full USPTO retrosynthesis dataset with 1.9M reactions from patents (1976-2016). Task: Predict the reactants needed to synthesize the given product. Given the product [Cl:13][C:14]1[CH:15]=[CH:16][C:17]([C:20]2[N:21]=[C:22]([CH2:38][N:39]3[C:43]([CH:44]4[CH2:46][CH2:45]4)=[N:42][N:41]=[N:40]3)[C:23]([C:33]([NH:8][N:2]3[CH2:7][CH2:6][CH2:5][CH2:4][CH2:3]3)=[O:34])=[N:24][C:25]=2[C:26]2[CH:27]=[CH:28][C:29]([Cl:32])=[CH:30][CH:31]=2)=[CH:18][CH:19]=1, predict the reactants needed to synthesize it. The reactants are: Cl.[N:2]1([NH2:8])[CH2:7][CH2:6][CH2:5][CH2:4][CH2:3]1.C[Al](C)C.[Cl:13][C:14]1[CH:19]=[CH:18][C:17]([C:20]2[N:21]=[C:22]([CH2:38][N:39]3[C:43]([CH:44]4[CH2:46][CH2:45]4)=[N:42][N:41]=[N:40]3)[C:23]([C:33](OCC)=[O:34])=[N:24][C:25]=2[C:26]2[CH:31]=[CH:30][C:29]([Cl:32])=[CH:28][CH:27]=2)=[CH:16][CH:15]=1.